From a dataset of Retrosynthesis with 50K atom-mapped reactions and 10 reaction types from USPTO. Predict the reactants needed to synthesize the given product. Given the product COC(=O)c1ncc2nc(-c3ccc(OC)cc3)n(CCCN3CCCCC3)c2n1, predict the reactants needed to synthesize it. The reactants are: COC(=O)c1nc(Cl)c2nc(-c3ccc(OC)cc3)n(CCCN3CCCCC3)c2n1.